Predict the reactants needed to synthesize the given product. From a dataset of Full USPTO retrosynthesis dataset with 1.9M reactions from patents (1976-2016). (1) Given the product [C:1]([O:5][C:6]([C:8]1[CH:13]=[CH:12][C:11]([C:14]2[C:15]([C:29]([O:31][CH2:32][CH3:33])=[O:30])=[N:16][N:17]([C:23]3[CH:28]=[CH:27][CH:26]=[CH:25][CH:24]=3)[C:18]=2[CH2:19][CH2:20][CH2:21][CH3:22])=[C:10]([C:34]([N:36]2[C@H:45]([CH2:68][O:67][Si:60]([C:63]([CH3:66])([CH3:65])[CH3:64])([CH3:62])[CH3:61])[CH2:44][C:43]3[C:38](=[CH:39][CH:40]=[CH:41][CH:42]=3)[CH2:37]2)=[O:35])[CH:9]=1)=[O:7])([CH3:3])([CH3:4])[CH3:2], predict the reactants needed to synthesize it. The reactants are: [C:1]([O:5][C:6]([C:8]1[CH:13]=[CH:12][C:11]([C:14]2[C:15]([C:29]([O:31][CH2:32][CH3:33])=[O:30])=[N:16][N:17]([C:23]3[CH:28]=[CH:27][CH:26]=[CH:25][CH:24]=3)[C:18]=2[CH2:19][CH2:20][CH2:21][CH3:22])=[C:10]([C:34]([N:36]2[CH2:45][CH2:44][C:43]3[C:38](=[CH:39][CH:40]=[CH:41][CH:42]=3)[CH2:37]2)=[O:35])[CH:9]=1)=[O:7])([CH3:4])([CH3:3])[CH3:2].C1(N/N=C/C(OCC)=O)C=CC=CC=1.[Si:60]([O:67][CH2:68][C@@H]1CC2C(=CC=CC=2)CN1C(C1C=C(C=CC=1C=C([N+]([O-])=O)CCCC)C(OC(C)(C)C)=O)=O)([C:63]([CH3:66])([CH3:65])[CH3:64])([CH3:62])[CH3:61]. (2) Given the product [Br:37][C:16]1[CH:17]=[C:18]2[C:13](=[CH:14][CH:15]=1)[N:12]([C:20]1[C:24]3[CH2:25][N:26]([C:29](=[O:31])[CH3:30])[CH2:27][CH2:28][C:23]=3[N:22]([C@H:32]3[CH2:36][CH2:35][O:34][CH2:33]3)[N:21]=1)[CH2:11][CH:10]([CH2:9][O:8][Si:1]([C:4]([CH3:6])([CH3:7])[CH3:5])([CH3:2])[CH3:3])[CH2:19]2, predict the reactants needed to synthesize it. The reactants are: [Si:1]([O:8][CH2:9][CH:10]1[CH2:19][C:18]2[C:13](=[CH:14][CH:15]=[CH:16][CH:17]=2)[N:12]([C:20]2[C:24]3[CH2:25][N:26]([C:29](=[O:31])[CH3:30])[CH2:27][CH2:28][C:23]=3[N:22]([C@H:32]3[CH2:36][CH2:35][O:34][CH2:33]3)[N:21]=2)[CH2:11]1)([C:4]([CH3:7])([CH3:6])[CH3:5])([CH3:3])[CH3:2].[Br:37]N1C(=O)CCC1=O. (3) Given the product [O:38]=[C:33]1[CH2:32][C:31]2[C:35](=[CH:36][CH:37]=[C:29]([C:2]3[CH:3]=[C:4]([NH:8][C@H:9]([C:15]4[CH:20]=[CH:19][CH:18]=[CH:17][CH:16]=4)[CH2:10][NH:11][C:12](=[O:14])[CH3:13])[CH:5]=[N:6][CH:7]=3)[CH:30]=2)[NH:34]1, predict the reactants needed to synthesize it. The reactants are: Br[C:2]1[CH:3]=[C:4]([NH:8][C@H:9]([C:15]2[CH:20]=[CH:19][CH:18]=[CH:17][CH:16]=2)[CH2:10][NH:11][C:12](=[O:14])[CH3:13])[CH:5]=[N:6][CH:7]=1.CC1(C)C(C)(C)OB([C:29]2[CH:30]=[C:31]3[C:35](=[CH:36][CH:37]=2)[NH:34][C:33](=[O:38])[CH2:32]3)O1.C(=O)([O-])[O-].[K+].[K+].O1CCOCC1.